Dataset: Reaction yield outcomes from USPTO patents with 853,638 reactions. Task: Predict the reaction yield, written as a fraction of the theoretical maximum amount of product (1.0 means a 100% yield; for example, 0.34 means a 34% yield). (1) The reactants are [NH2:1][C:2]1[C:3]([C:10]([OH:12])=[O:11])=[N:4][C:5]([O:8][CH3:9])=[CH:6][CH:7]=1.[CH3:13]CN(C(C)C)C(C)C.[CH3:22][C:23]1[C:32]2[C:27](=[CH:28][CH:29]=[CH:30][CH:31]=2)[C:26]([C:33](Cl)=[O:34])=[CH:25][CH:24]=1.C([O-])([O-])=O.[K+].[K+].CI. The catalyst is CN(C=O)C.O. The product is [CH3:13][O:11][C:10]([C:3]1[C:2]([NH:1][C:33]([C:26]2[C:27]3[C:32](=[CH:31][CH:30]=[CH:29][CH:28]=3)[C:23]([CH3:22])=[CH:24][CH:25]=2)=[O:34])=[CH:7][CH:6]=[C:5]([O:8][CH3:9])[N:4]=1)=[O:12]. The yield is 0.540. (2) The reactants are [Na+].[Br-].Cl[CH:4]([CH3:8])[C:5](=O)[CH3:6].[NH2:9][C:10]1[C:11]([NH2:19])=[N:12][CH:13]=[C:14]([CH:18]=1)[C:15]([NH2:17])=[O:16]. The catalyst is C1(=O)CCCCC1. The product is [NH2:9][C:10]1[C:11]2[N:12]([C:4]([CH3:8])=[C:5]([CH3:6])[N:19]=2)[CH:13]=[C:14]([C:15]([NH2:17])=[O:16])[CH:18]=1. The yield is 0.730. (3) The yield is 0.410. The catalyst is C1C=CC([P]([Pd]([P](C2C=CC=CC=2)(C2C=CC=CC=2)C2C=CC=CC=2)([P](C2C=CC=CC=2)(C2C=CC=CC=2)C2C=CC=CC=2)[P](C2C=CC=CC=2)(C2C=CC=CC=2)C2C=CC=CC=2)(C2C=CC=CC=2)C2C=CC=CC=2)=CC=1.COCCOC. The product is [CH2:1]([O:8][C:9]([N:11]1[CH2:15][CH2:14][CH2:13][CH:12]1[C:16]1[NH:17][C:18]([C:21]2[CH:26]=[CH:25][C:24]([C:39]3[CH:38]=[CH:37][C:36]([NH:35][C:33]([O:32][C:28]([CH3:31])([CH3:30])[CH3:29])=[O:34])=[CH:41][CH:40]=3)=[CH:23][CH:22]=2)=[CH:19][N:20]=1)=[O:10])[C:2]1[CH:7]=[CH:6][CH:5]=[CH:4][CH:3]=1. The reactants are [CH2:1]([O:8][C:9]([N:11]1[CH2:15][CH2:14][CH2:13][CH:12]1[C:16]1[NH:17][C:18]([C:21]2[CH:26]=[CH:25][C:24](Br)=[CH:23][CH:22]=2)=[CH:19][N:20]=1)=[O:10])[C:2]1[CH:7]=[CH:6][CH:5]=[CH:4][CH:3]=1.[C:28]([O:32][C:33]([NH:35][C:36]1[CH:41]=[CH:40][C:39](B(O)O)=[CH:38][CH:37]=1)=[O:34])([CH3:31])([CH3:30])[CH3:29].C([O-])([O-])=O.[K+].[K+].N#N. (4) The reactants are [N:1]1[CH:6]=[CH:5][CH:4]=[CH:3][C:2]=1/[CH:7]=[N:8]/[OH:9].[Cl:10]NC(=O)CCC(N)=O. The catalyst is CN(C=O)C.C(OCC)C. The product is [OH:9]/[N:8]=[C:7](\[Cl:10])/[C:2]1[CH:3]=[CH:4][CH:5]=[CH:6][N:1]=1. The yield is 0.620. (5) The reactants are [C:1]([C@@H:3]1[CH2:5][C@@H:4]1[CH2:6][O:7][C:8]1[N:13]=[C:12]([N:14]2[CH2:19][CH2:18][CH:17]([C:20]3[C:28]4[C:23](=[N:24][CH:25]=[CH:26][CH:27]=4)[NH:22][N:21]=3)[CH2:16][CH2:15]2)[N:11]=[C:10]([CH:29](C#N)C#N)[N:9]=1)#[N:2].[F:34][C:35]1([F:39])[CH2:38][NH:37][CH2:36]1.CS(C)=[O:42]. The catalyst is CC#N. The product is [F:34][C:35]1([F:39])[CH2:38][N:37]([C:29]([C:10]2[N:11]=[C:12]([N:14]3[CH2:15][CH2:16][CH:17]([C:20]4[C:28]5[C:23](=[N:24][CH:25]=[CH:26][CH:27]=5)[NH:22][N:21]=4)[CH2:18][CH2:19]3)[N:13]=[C:8]([O:7][CH2:6][C@H:4]3[CH2:5][C@H:3]3[C:1]#[N:2])[N:9]=2)=[O:42])[CH2:36]1. The yield is 0.140.